Dataset: Full USPTO retrosynthesis dataset with 1.9M reactions from patents (1976-2016). Task: Predict the reactants needed to synthesize the given product. (1) Given the product [Br:1][C:2]1[C:14](=[O:15])[N:13]([CH:16]2[CH2:20][CH2:19][CH2:18][CH2:17]2)[C:5]2[N:6]=[C:7]([NH:21][C:22]3[CH:27]=[CH:26][CH:25]=[CH:24][N:23]=3)[N:8]=[CH:9][C:4]=2[CH:3]=1, predict the reactants needed to synthesize it. The reactants are: [Br:1][C:2]1[C:14](=[O:15])[N:13]([CH:16]2[CH2:20][CH2:19][CH2:18][CH2:17]2)[C:5]2[N:6]=[C:7](S(C)=O)[N:8]=[CH:9][C:4]=2[CH:3]=1.[NH2:21][C:22]1[CH:27]=[CH:26][CH:25]=[CH:24][N:23]=1. (2) The reactants are: Br[C:2]1[N:3]=[C:4]([NH:9][CH2:10][C:11]2[C:16]([Cl:17])=[CH:15][CH:14]=[CH:13][C:12]=2[Cl:18])[C:5]([NH2:8])=[N:6][CH:7]=1.CC1(C)C(C)(C)OB([C:27]2[CH:36]=[CH:35][C:30]([C:31]([O:33][CH3:34])=[O:32])=[CH:29][CH:28]=2)O1.C([O-])([O-])=O.[Na+].[Na+]. Given the product [NH2:8][C:5]1[N:6]=[CH:7][C:2]([C:27]2[CH:36]=[CH:35][C:30]([C:31]([O:33][CH3:34])=[O:32])=[CH:29][CH:28]=2)=[N:3][C:4]=1[NH:9][CH2:10][C:11]1[C:16]([Cl:17])=[CH:15][CH:14]=[CH:13][C:12]=1[Cl:18], predict the reactants needed to synthesize it. (3) Given the product [C:31]1([C:21]([C:18]2[CH:19]=[CH:20][C:15]([CH:14]=[CH:13][C:12]([NH:11][S:10]([C:7]3[CH:6]=[CH:5][C:4]([C:3]([OH:40])=[O:2])=[CH:9][CH:8]=3)(=[O:39])=[O:38])=[O:37])=[CH:16][CH:17]=2)=[C:22]([C:25]2[CH:26]=[CH:27][CH:28]=[CH:29][CH:30]=2)[CH2:23][CH3:24])[CH:36]=[CH:35][CH:34]=[CH:33][CH:32]=1, predict the reactants needed to synthesize it. The reactants are: C[O:2][C:3](=[O:40])[C:4]1[CH:9]=[CH:8][C:7]([S:10](=[O:39])(=[O:38])[NH:11][C:12](=[O:37])[CH:13]=[CH:14][C:15]2[CH:20]=[CH:19][C:18]([C:21]([C:31]3[CH:36]=[CH:35][CH:34]=[CH:33][CH:32]=3)=[C:22]([C:25]3[CH:30]=[CH:29][CH:28]=[CH:27][CH:26]=3)[CH2:23][CH3:24])=[CH:17][CH:16]=2)=[CH:6][CH:5]=1.[OH-].[Na+].